Dataset: Full USPTO retrosynthesis dataset with 1.9M reactions from patents (1976-2016). Task: Predict the reactants needed to synthesize the given product. (1) Given the product [Cl:1][C:2]1[CH:3]=[CH:4][C:5]([O:18][CH2:19][C:20]2[CH:25]=[CH:24][C:23]([F:26])=[CH:22][C:21]=2[F:27])=[C:6]([CH2:8][N:9]2[C:13]([CH3:14])=[CH:12][C:11]([NH:42][C:63]([O:59][CH2:58][CH:55]3[CH2:54][CH2:53][N:52]([C:50]([O:49][C:46]([CH3:45])([CH3:47])[CH3:48])=[O:51])[CH2:57][CH2:56]3)=[O:64])=[N:10]2)[CH:7]=1, predict the reactants needed to synthesize it. The reactants are: [Cl:1][C:2]1[CH:3]=[CH:4][C:5]([O:18][CH2:19][C:20]2[CH:25]=[CH:24][C:23]([F:26])=[CH:22][C:21]=2[F:27])=[C:6]([CH2:8][N:9]2[C:13]([CH3:14])=[CH:12][C:11](C(O)=O)=[N:10]2)[CH:7]=1.C1(P([N:42]=[N+]=[N-])(C2C=CC=CC=2)=O)C=CC=CC=1.[CH3:45][C:46]([O:49][CH:50]([N:52]1[CH2:57][CH2:56][CH:55]([CH2:58][OH:59])[CH2:54][CH2:53]1)[OH:51])([CH3:48])[CH3:47].CCO[C:63](C)=[O:64]. (2) Given the product [CH2:22]([O:18][CH2:17][C@@H:14]1[CH2:15][CH2:16][C@H:12]([C:10]2[O:9][N:8]=[C:7]([C:4]3[CH:3]=[CH:2][N:1]=[CH:6][CH:5]=3)[N:11]=2)[CH2:13]1)[CH2:23][CH2:24][CH3:25], predict the reactants needed to synthesize it. The reactants are: [N:1]1[CH:6]=[CH:5][C:4]([C:7]2[N:11]=[C:10]([C@@H:12]3[CH2:16][CH2:15][C@H:14]([CH2:17][OH:18])[CH2:13]3)[O:9][N:8]=2)=[CH:3][CH:2]=1.[H-].[Na+].Br[CH2:22][CH2:23][CH2:24][CH3:25].